Regression. Given a peptide amino acid sequence and an MHC pseudo amino acid sequence, predict their binding affinity value. This is MHC class II binding data. From a dataset of Peptide-MHC class II binding affinity with 134,281 pairs from IEDB. (1) The peptide sequence is PGIKAQQSKLAQRRV. The MHC is DRB3_0301 with pseudo-sequence DRB3_0301. The binding affinity (normalized) is 0.719. (2) The binding affinity (normalized) is 0.650. The peptide sequence is GAMLVGQVTLLDLLK. The MHC is DRB1_0701 with pseudo-sequence DRB1_0701. (3) The peptide sequence is NGSMRVFVDVIRALD. The MHC is DRB3_0101 with pseudo-sequence DRB3_0101. The binding affinity (normalized) is 0.669. (4) The peptide sequence is RERLVLTLGAAMVEI. The MHC is HLA-DQA10501-DQB10303 with pseudo-sequence HLA-DQA10501-DQB10303. The binding affinity (normalized) is 0.595.